This data is from Reaction yield outcomes from USPTO patents with 853,638 reactions. The task is: Predict the reaction yield, written as a fraction of the theoretical maximum amount of product (1.0 means a 100% yield; for example, 0.34 means a 34% yield). (1) The yield is 1.00. The product is [ClH:48].[ClH:48].[N:25]1([C:23]2[CH:22]=[CH:21][N:20]=[C:19]3[NH:18][N:17]=[C:16]([O:15][CH2:14][CH2:13][OH:12])[C:24]=23)[CH2:30][CH2:29][NH:28][CH2:27][CH2:26]1. The reactants are C(O)(C(F)(F)F)=O.C([O:12][CH2:13][CH2:14][O:15][C:16]1[C:24]2[C:19](=[N:20][CH:21]=[CH:22][C:23]=2[N:25]2[CH2:30][CH2:29][N:28](C(OC(C)(C)C)=O)[CH2:27][CH2:26]2)[N:18](CC2C=CC(OC)=CC=2)[N:17]=1)(C)(C)C.C(Cl)[Cl:48]. No catalyst specified. (2) The reactants are [NH2:1][N:2]1[CH:6]=[CH:5][CH:4]=[C:3]1[C:7]([NH:9][C:10]1[CH:15]=[CH:14][CH:13]=[CH:12][CH:11]=1)=[O:8].[C:16]([O:20][C:21]([N:23]1[CH2:27][C:26]([F:29])([F:28])[CH2:25][C@H:24]1[C:30](O)=[O:31])=[O:22])([CH3:19])([CH3:18])[CH3:17].CN(C(ON1N=NC2C=CC=NC1=2)=[N+](C)C)C.F[P-](F)(F)(F)(F)F.C(N(C(C)C)CC)(C)C. The catalyst is ClCCl.CN(C=O)C. The product is [F:29][C:26]1([F:28])[CH2:27][N:23]([C:21]([O:20][C:16]([CH3:17])([CH3:18])[CH3:19])=[O:22])[C@H:24]([C:30](=[O:31])[NH:1][N:2]2[CH:6]=[CH:5][CH:4]=[C:3]2[C:7](=[O:8])[NH:9][C:10]2[CH:15]=[CH:14][CH:13]=[CH:12][CH:11]=2)[CH2:25]1. The yield is 0.970. (3) The reactants are CCCCCC.C([Li])CCC.[CH2:12]([O:19][C:20]1[CH:25]=[CH:24][CH:23]=[CH:22][C:21]=1Br)[C:13]1[CH:18]=[CH:17][CH:16]=[CH:15][CH:14]=1.[CH:27]1([C:30]2[CH:37]=[CH:36][C:33]([CH:34]=[O:35])=[CH:32][CH:31]=2)[CH2:29][CH2:28]1.O. The catalyst is C1COCC1. The product is [CH2:12]([O:19][C:20]1[CH:25]=[CH:24][CH:23]=[CH:22][C:21]=1[CH:34]([C:33]1[CH:36]=[CH:37][C:30]([CH:27]2[CH2:28][CH2:29]2)=[CH:31][CH:32]=1)[OH:35])[C:13]1[CH:18]=[CH:17][CH:16]=[CH:15][CH:14]=1. The yield is 0.750. (4) The reactants are Br[C:2]1[CH:7]=[C:6]([N+:8]([O-])=O)[CH:5]=[CH:4][C:3]=1[C:11]([CH3:16])([CH2:14][OH:15])[CH2:12][OH:13].C([O-])=O.[NH4+]. The catalyst is C(O)C.[Pd]. The product is [NH2:8][C:6]1[CH:5]=[CH:4][C:3]([C:11]([CH3:16])([CH2:14][OH:15])[CH2:12][OH:13])=[CH:2][CH:7]=1. The yield is 0.850. (5) The reactants are [Br:1][C:2]1[CH:3]=[CH:4][C:5]2[C:11]3[S:12][C:13]([C:15]([N:17]([C:19]4[CH:24]=[C:23]([C:25](=[O:30])[NH:26][CH2:27][CH2:28][OH:29])[CH:22]=[CH:21][C:20]=4[Cl:31])[CH3:18])=[O:16])=[CH:14][C:10]=3[CH2:9][CH2:8][O:7][C:6]=2[CH:32]=1.[C:33](OC(=O)C)(=[O:35])[CH3:34]. The catalyst is N1C=CC=CC=1. The product is [C:33]([O:29][CH2:28][CH2:27][NH:26][C:25](=[O:30])[C:23]1[CH:22]=[CH:21][C:20]([Cl:31])=[C:19]([N:17]([CH3:18])[C:15]([C:13]2[S:12][C:11]3[C:5]4[CH:4]=[CH:3][C:2]([Br:1])=[CH:32][C:6]=4[O:7][CH2:8][CH2:9][C:10]=3[CH:14]=2)=[O:16])[CH:24]=1)(=[O:35])[CH3:34]. The yield is 0.830. (6) The reactants are C(OC(=O)[NH:7][C:8]1[CH:9]=[C:10]2[CH:16]=[C:15]([CH:17]([C:25]3[CH:30]=[CH:29][C:28]([S:31]([CH3:34])(=[O:33])=[O:32])=[CH:27][CH:26]=3)[CH2:18][CH:19]3[CH2:24][CH2:23][O:22][CH2:21][CH2:20]3)[NH:14][C:11]2=[N:12][CH:13]=1)(C)(C)C.[ClH:36]. The catalyst is ClCCl. The product is [ClH:36].[CH3:34][S:31]([C:28]1[CH:27]=[CH:26][C:25]([CH:17]([C:15]2[NH:14][C:11]3=[N:12][CH:13]=[C:8]([NH2:7])[CH:9]=[C:10]3[CH:16]=2)[CH2:18][CH:19]2[CH2:24][CH2:23][O:22][CH2:21][CH2:20]2)=[CH:30][CH:29]=1)(=[O:32])=[O:33]. The yield is 1.00.